This data is from Forward reaction prediction with 1.9M reactions from USPTO patents (1976-2016). The task is: Predict the product of the given reaction. (1) The product is: [OH:29]/[N:28]=[C:17]1\[CH2:16][C@@H:15]2[C@@H:25]([C@:23]3([CH3:24])[CH:18]\1[CH2:19][C:20](=[O:50])[CH2:21][CH2:22]3)[CH2:26][CH2:27][C@@:4]1([CH3:5])[C@H:6]2[CH2:7][CH2:8][C:3]1=[O:2]. Given the reactants C1CO[C:8]23OCCO[C:3]2([C@:4]2([CH2:27][CH2:26][C@H:25]4[C@@H:15]([CH2:16]/[C:17](=[N:28]\[OH:29])/[CH:18]5[C@:23]4([CH3:24])[CH2:22][CH2:21][CH2:20][CH2:19]5)[C@@H:6]2[CH2:7]3)[CH3:5])[O:2]1.C([C@@H]1C2[C@](C)(CCC(=[O:50])C2)[C@@H]2[C@H]([C@H]3[C@@](CC2)(C)C(=O)CC3)C1)#N, predict the reaction product. (2) Given the reactants Cl.[NH:2]1[CH2:7][CH2:6][C:5]2([C:16]3[C:11](=[CH:12][CH:13]=[CH:14][CH:15]=3)[CH2:10][CH2:9][CH2:8]2)[CH2:4][CH2:3]1.CCN(CC)CC.[C:24]([O:28][C:29](O[C:29]([O:28][C:24]([CH3:27])([CH3:26])[CH3:25])=[O:30])=[O:30])([CH3:27])([CH3:26])[CH3:25], predict the reaction product. The product is: [N:2]1([C:29]([O:28][C:24]([CH3:27])([CH3:26])[CH3:25])=[O:30])[CH2:7][CH2:6][C:5]2([C:16]3[C:11](=[CH:12][CH:13]=[CH:14][CH:15]=3)[CH2:10][CH2:9][CH2:8]2)[CH2:4][CH2:3]1. (3) Given the reactants [Cl:1][C:2]1[CH:3]=[C:4]([C:8]2[CH:13]=[CH:12][C:11]([CH2:14][C@@H:15]([NH:24][C:25](=[O:30])[C:26]([NH:28][NH2:29])=[O:27])[CH2:16][CH:17]([CH3:23])[C:18]([O:20][CH2:21][CH3:22])=[O:19])=[CH:10][CH:9]=2)[CH:5]=[CH:6][CH:7]=1.C1N=CN([C:36](N2C=NC=C2)=[O:37])C=1, predict the reaction product. The product is: [Cl:1][C:2]1[CH:3]=[C:4]([C:8]2[CH:13]=[CH:12][C:11]([CH2:14][C@@H:15]([NH:24][C:25]([C:26]3[O:27][C:36](=[O:37])[NH:29][N:28]=3)=[O:30])[CH2:16][C@@H:17]([CH3:23])[C:18]([O:20][CH2:21][CH3:22])=[O:19])=[CH:10][CH:9]=2)[CH:5]=[CH:6][CH:7]=1.